Binary Classification. Given a T-cell receptor sequence (or CDR3 region) and an epitope sequence, predict whether binding occurs between them. From a dataset of TCR-epitope binding with 47,182 pairs between 192 epitopes and 23,139 TCRs. (1) The epitope is KRWIILGLNK. The TCR CDR3 sequence is CASGIAGGFANTGELFF. Result: 0 (the TCR does not bind to the epitope). (2) The epitope is RPPIFIRRL. The TCR CDR3 sequence is CASSPDWLVQETQYF. Result: 0 (the TCR does not bind to the epitope). (3) The epitope is TPINLVRDL. Result: 1 (the TCR binds to the epitope). The TCR CDR3 sequence is CSVVDAGQAGQETQYF.